From a dataset of Full USPTO retrosynthesis dataset with 1.9M reactions from patents (1976-2016). Predict the reactants needed to synthesize the given product. (1) Given the product [CH2:41]([O:40][C:38]([C:37]1[N:35]=[CH:36][N:11]2[C:10]=1[CH2:9][N:8]([C:6]([O:5][C:1]([CH3:4])([CH3:3])[CH3:2])=[O:7])[CH2:14][C:13]1[CH:15]=[CH:16][CH:17]=[CH:18][C:12]2=1)=[O:39])[CH3:42], predict the reactants needed to synthesize it. The reactants are: [C:1]([O:5][C:6]([N:8]1[CH2:14][C:13]2[CH:15]=[CH:16][CH:17]=[CH:18][C:12]=2[NH:11][C:10](=O)[CH2:9]1)=[O:7])([CH3:4])([CH3:3])[CH3:2].CC(C)([O-])C.[K+].C(OP(Cl)(OCC)=O)C.[N+:35]([CH2:37][C:38]([O:40][CH2:41][CH3:42])=[O:39])#[C-:36]. (2) Given the product [CH:31]1[C:44]2[C:35](=[N:36][C:37]3[C:42]([N:43]=2)=[CH:41][CH:40]=[CH:39][CH:38]=3)[CH:34]=[CH:33][C:32]=1[NH:45][C:17]([CH:14]1[CH2:15][CH2:16][N:11]([C:2]2[CH:3]=[CH:4][C:9]3[C:10](=[CH:5][CH:6]=[CH:7][CH:8]=3)[CH:1]=2)[CH2:12][CH2:13]1)=[O:18], predict the reactants needed to synthesize it. The reactants are: [CH:1]1[C:10]2[C:5](=[CH:6][CH:7]=[CH:8][CH:9]=2)[CH:4]=[CH:3][C:2]=1[N:11]1[CH2:16][CH2:15][CH:14]([C:17](O)=[O:18])[CH2:13][CH2:12]1.BrC1C=CC2C(=CC=CC=2)C=1.[CH:31]1[C:44]2[C:35](=[N:36][C:37]3[C:42]([N:43]=2)=[CH:41][CH:40]=[CH:39][CH:38]=3)[CH:34]=[CH:33][C:32]=1[NH2:45]. (3) Given the product [ClH:1].[ClH:1].[CH2:27]([NH:3][C:4]1[CH:9]=[CH:8][C:7]([NH:10][C:11](=[O:26])[CH2:12][N:13]2[CH2:18][CH2:17][CH:16]([CH2:19][C:20]3[CH:25]=[CH:24][CH:23]=[CH:22][CH:21]=3)[CH2:15][CH2:14]2)=[CH:6][CH:5]=1)[C:28]1[CH:33]=[CH:32][CH:31]=[CH:30][CH:29]=1, predict the reactants needed to synthesize it. The reactants are: [ClH:1].Cl.[NH2:3][C:4]1[CH:9]=[CH:8][C:7]([NH:10][C:11](=[O:26])[CH2:12][N:13]2[CH2:18][CH2:17][CH:16]([CH2:19][C:20]3[CH:25]=[CH:24][CH:23]=[CH:22][CH:21]=3)[CH2:15][CH2:14]2)=[CH:6][CH:5]=1.[CH:27](=O)[C:28]1[CH:33]=[CH:32][CH:31]=[CH:30][CH:29]=1.